Dataset: Catalyst prediction with 721,799 reactions and 888 catalyst types from USPTO. Task: Predict which catalyst facilitates the given reaction. Reactant: [C:1]([O:5][C:6]([N:8]([C@H:16]1[CH2:24][CH2:23][CH2:22][C@H:21]([O:25][CH2:26][C:27]([CH3:29])=[CH2:28])[C@@H:20]([O:30][CH:31]=[CH:32][C:33](=[O:35])[CH3:34])[C@H:19]([CH3:36])[O:18][C:17]1=[O:37])[C:9](=[O:15])[O:10][C:11]([CH3:14])([CH3:13])[CH3:12])=[O:7])([CH3:4])([CH3:3])[CH3:2]. Product: [C:11]([O:10][C:9]([N:8]([C@H:16]1[CH2:24][CH2:23][CH2:22][C@H:21]([O:25][CH2:26][CH:27]([CH3:28])[CH3:29])[C@@H:20]([O:30][CH2:31][CH2:32][C:33](=[O:35])[CH3:34])[C@H:19]([CH3:36])[O:18][C:17]1=[O:37])[C:6](=[O:7])[O:5][C:1]([CH3:2])([CH3:4])[CH3:3])=[O:15])([CH3:14])([CH3:13])[CH3:12]. The catalyst class is: 350.